From a dataset of Full USPTO retrosynthesis dataset with 1.9M reactions from patents (1976-2016). Predict the reactants needed to synthesize the given product. (1) Given the product [NH:1]1[C:5]2=[CH:6][N:7]=[C:8]([CH2:10][OH:11])[CH:9]=[C:4]2[CH:3]=[N:2]1, predict the reactants needed to synthesize it. The reactants are: [NH:1]1[C:5]2=[CH:6][N:7]=[C:8]([C:10](OC)=[O:11])[CH:9]=[C:4]2[CH:3]=[N:2]1.[H-].[H-].[H-].[H-].[Li+].[Al+3]. (2) Given the product [NH2:1][C:2]1[C:11]([F:12])=[C:10]([NH:23][CH2:24][CH2:25][NH:26][C:27]2[CH:32]=[CH:31][C:30]([C:33]([O:35][CH2:36][CH3:37])=[O:34])=[CH:29][N:28]=2)[C:9]([O:14][CH3:15])=[C:8]2[C:3]=1[C:4](=[O:22])[C:5]([C:19]([OH:21])=[O:20])=[CH:6][N:7]2[CH:16]1[CH2:18][CH2:17]1, predict the reactants needed to synthesize it. The reactants are: [NH2:1][C:2]1[C:11]([F:12])=[C:10](F)[C:9]([O:14][CH3:15])=[C:8]2[C:3]=1[C:4](=[O:22])[C:5]([C:19]([OH:21])=[O:20])=[CH:6][N:7]2[CH:16]1[CH2:18][CH2:17]1.[NH2:23][CH2:24][CH2:25][NH:26][C:27]1[CH:32]=[CH:31][C:30]([C:33]([O:35][CH2:36][CH3:37])=[O:34])=[CH:29][N:28]=1.C(N(CC)CC)C.O. (3) Given the product [CH3:1][O:2][CH2:3][CH2:4][C:5]1[CH:6]=[C:7]([CH2:15][OH:16])[C:8]2[C:13]([CH:14]=1)=[CH:12][CH:11]=[CH:10][CH:9]=2, predict the reactants needed to synthesize it. The reactants are: [CH3:1][O:2][CH2:3][CH2:4][C:5]1[CH:6]=[C:7]([C:15](OC)=[O:16])[C:8]2[C:13]([CH:14]=1)=[CH:12][CH:11]=[CH:10][CH:9]=2.CC(C[AlH]CC(C)C)C. (4) Given the product [CH2:1]([O:3][C:4](=[O:5])[NH:6][C:7]1[CH:12]=[CH:11][C:10]2[C:17](=[O:19])[CH2:16][CH2:15][CH2:14][CH2:13][C:9]=2[CH:8]=1)[CH3:2], predict the reactants needed to synthesize it. The reactants are: [CH2:1]([O:3][C:4]([NH:6][C:7]1[CH:8]=[C:9]([CH2:13][CH2:14][CH2:15][CH2:16][C:17]([OH:19])=O)[CH:10]=[CH:11][CH:12]=1)=[O:5])[CH3:2].O. (5) Given the product [NH2:25][CH2:24][C@@H:16]([NH:15][C:13]([C:9]1[S:10][C:11]([CH3:12])=[C:7]([C:6]2[N:5]([CH3:36])[N:4]=[CH:3][C:2]=2[Cl:1])[CH:8]=1)=[O:14])[CH2:17][CH:18]1[CH2:19][CH2:20][CH2:21][CH2:22][CH2:23]1, predict the reactants needed to synthesize it. The reactants are: [Cl:1][C:2]1[CH:3]=[N:4][N:5]([CH3:36])[C:6]=1[C:7]1[CH:8]=[C:9]([C:13]([NH:15][C@H:16]([CH2:24][N:25]2C(=O)C3C(=CC=CC=3)C2=O)[CH2:17][CH:18]2[CH2:23][CH2:22][CH2:21][CH2:20][CH2:19]2)=[O:14])[S:10][C:11]=1[CH3:12].NN.